From a dataset of Forward reaction prediction with 1.9M reactions from USPTO patents (1976-2016). Predict the product of the given reaction. (1) Given the reactants [CH3:1][O:2][C:3]1[N:4]=[C:5]2[C:10](=[CH:11][CH:12]=1)[NH:9][C:8](=[O:13])[CH2:7][CH2:6]2.[CH3:14]C(C)([O-])C.[K+].CI.[Na+].[Cl-], predict the reaction product. The product is: [CH3:1][O:2][C:3]1[N:4]=[C:5]2[C:10](=[CH:11][CH:12]=1)[N:9]([CH3:14])[C:8](=[O:13])[CH2:7][CH2:6]2. (2) Given the reactants [CH2:1]([O:8][C:9]1[CH:14]=[C:13]([C:15]2[CH:20]=[CH:19][CH:18]=[C:17]([C:21]([F:24])([F:23])[F:22])[CH:16]=2)[N:12]=[C:11](S(C)(=O)=O)[N:10]=1)[C:2]1[CH:7]=[CH:6][CH:5]=[CH:4][CH:3]=1.[C-:29]#[N:30].[Na+], predict the reaction product. The product is: [CH2:1]([O:8][C:9]1[CH:14]=[C:13]([C:15]2[CH:20]=[CH:19][CH:18]=[C:17]([C:21]([F:24])([F:23])[F:22])[CH:16]=2)[N:12]=[C:11]([C:29]#[N:30])[N:10]=1)[C:2]1[CH:7]=[CH:6][CH:5]=[CH:4][CH:3]=1.